Dataset: Reaction yield outcomes from USPTO patents with 853,638 reactions. Task: Predict the reaction yield, written as a fraction of the theoretical maximum amount of product (1.0 means a 100% yield; for example, 0.34 means a 34% yield). (1) The reactants are [C:1]([C:9]1[CH:17]=[CH:16][CH:15]=[CH:14][C:10]=1[C:11]([OH:13])=O)(=[O:8])[C:2]1[CH:7]=[CH:6][CH:5]=[CH:4][CH:3]=1.C(Cl)(=O)C(Cl)=O.C(Cl)Cl.C(N(CC)CC)C.[C:34]1([CH:40]([C:61]2[CH:66]=[CH:65][CH:64]=[CH:63][CH:62]=2)[CH2:41][N:42]([CH3:60])[C:43](=[O:59])[CH:44]([NH:51][CH2:52][CH2:53][C:54]2[N:55]=[CH:56][NH:57][CH:58]=2)[C:45]2[CH:50]=[CH:49][CH:48]=[CH:47][CH:46]=2)[CH:39]=[CH:38][CH:37]=[CH:36][CH:35]=1. The catalyst is CN(C)C=O. The product is [C:1]([C:9]1[CH:17]=[CH:16][CH:15]=[CH:14][C:10]=1[C:11]([N:51]([CH:44]([C:43](=[O:59])[N:42]([CH2:41][CH:40]([C:34]1[CH:39]=[CH:38][CH:37]=[CH:36][CH:35]=1)[C:61]1[CH:62]=[CH:63][CH:64]=[CH:65][CH:66]=1)[CH3:60])[C:45]1[CH:50]=[CH:49][CH:48]=[CH:47][CH:46]=1)[CH2:52][CH2:53][C:54]1[N:55]=[CH:56][NH:57][CH:58]=1)=[O:13])(=[O:8])[C:2]1[CH:3]=[CH:4][CH:5]=[CH:6][CH:7]=1. The yield is 0.710. (2) The catalyst is C(O)(=O)C.[Zn]. The reactants are Cl[C:2]1(Cl)[C:5](=[O:6])[CH2:4][CH:3]1[C:7]1[CH:8]=[C:9]([CH:14]=[CH:15][CH:16]=1)[C:10]([O:12][CH3:13])=[O:11]. The yield is 0.380. The product is [O:6]=[C:5]1[CH2:4][CH:3]([C:7]2[CH:8]=[C:9]([CH:14]=[CH:15][CH:16]=2)[C:10]([O:12][CH3:13])=[O:11])[CH2:2]1. (3) The yield is 0.850. The catalyst is O1CCOCC1. The product is [NH2:8][CH:9]([CH2:27][C:28]1[CH:33]=[C:32]([F:34])[CH:31]=[C:30]([F:35])[CH:29]=1)[CH:10]([OH:26])[CH2:11][NH:12][C:13]1[C:22]2[C:17](=[CH:18][CH:19]=[C:20]([CH2:23][CH3:24])[CH:21]=2)[O:16][CH2:15][C:14]=1[OH:25]. The reactants are Cl.C(OC(=O)[NH:8][CH:9]([CH2:27][C:28]1[CH:33]=[C:32]([F:34])[CH:31]=[C:30]([F:35])[CH:29]=1)[CH:10]([OH:26])[CH2:11][NH:12][C:13]1[C:22]2[C:17](=[CH:18][CH:19]=[C:20]([CH2:23][CH3:24])[CH:21]=2)[O:16][CH2:15][C:14]=1[OH:25])(C)(C)C. (4) The reactants are [NH:1]1[CH2:9][C@H:7]([OH:8])[CH2:6][C@H:2]1[C:3]([OH:5])=[O:4].C(N1CCOCC1)C.[CH:18]1[C:27]2[C:22](=[CH:23][CH:24]=[CH:25][CH:26]=2)[CH:21]=[CH:20][C:19]=1[S:28](Cl)(=[O:30])=[O:29].C([O-])(O)=O.[Na+]. The catalyst is C[Si](C)(C)N[Si](C)(C)C.C1COCC1.CCOCC.C(O)C. The product is [OH:8][C@H:7]1[CH2:9][N:1]([S:28]([C:19]2[CH:20]=[CH:21][C:22]3[C:27](=[CH:26][CH:25]=[CH:24][CH:23]=3)[CH:18]=2)(=[O:30])=[O:29])[C@H:2]([C:3]([OH:5])=[O:4])[CH2:6]1. The yield is 0.650. (5) The reactants are Cl[C:2]1[C:11]2[C:6](=[CH:7][CH:8]=[CH:9][CH:10]=2)[N:5]=[CH:4][C:3]=1[N+:12]([O-:14])=[O:13].[Si:15]([O:22][C:23]1([CH2:29][CH2:30][CH2:31][NH2:32])[CH2:28][CH2:27][CH2:26][CH2:25][CH2:24]1)([C:18]([CH3:21])([CH3:20])[CH3:19])([CH3:17])[CH3:16].C(N(CC)CC)C. The catalyst is ClCCl. The product is [Si:15]([O:22][C:23]1([CH2:29][CH2:30][CH2:31][NH:32][C:2]2[C:11]3[C:6](=[CH:7][CH:8]=[CH:9][CH:10]=3)[N:5]=[CH:4][C:3]=2[N+:12]([O-:14])=[O:13])[CH2:28][CH2:27][CH2:26][CH2:25][CH2:24]1)([C:18]([CH3:21])([CH3:20])[CH3:19])([CH3:17])[CH3:16]. The yield is 0.930.